From a dataset of Forward reaction prediction with 1.9M reactions from USPTO patents (1976-2016). Predict the product of the given reaction. Given the reactants Br[C:2]1[O:6][C:5]([C:7]([O:9][CH3:10])=[O:8])=[CH:4][CH:3]=1.[C:11]([C:13]1[CH:18]=[CH:17][CH:16]=[CH:15][C:14]=1[F:19])#[CH:12].C(N(CC)CC)C, predict the reaction product. The product is: [CH3:10][O:9][C:7]([C:5]1[O:6][C:2]([C:12]#[C:11][C:13]2[CH:18]=[CH:17][CH:16]=[CH:15][C:14]=2[F:19])=[CH:3][CH:4]=1)=[O:8].